From a dataset of Full USPTO retrosynthesis dataset with 1.9M reactions from patents (1976-2016). Predict the reactants needed to synthesize the given product. (1) Given the product [CH3:7][NH:6][CH2:5][CH:4]([C:12]1[CH:21]=[CH:20][C:19]2[C:14](=[CH:15][CH:16]=[CH:17][CH:18]=2)[CH:13]=1)[C@@H:3]([C:22]1[CH:27]=[CH:26][CH:25]=[CH:24][CH:23]=1)[CH2:2][OH:1], predict the reactants needed to synthesize it. The reactants are: [OH:1][CH2:2][C@H:3]([C:22]1[CH:27]=[CH:26][CH:25]=[CH:24][CH:23]=1)[CH:4]([C:12]1[CH:21]=[CH:20][C:19]2[C:14](=[CH:15][CH:16]=[CH:17][CH:18]=2)[CH:13]=1)[CH2:5][NH:6][C:7](=O)OCC.[H-].[H-].[H-].[H-].[Li+].[Al+3].Cl.C1(C2CO2)C=CC=CC=1. (2) Given the product [Cl:1][C:2]1[CH:9]=[C:8]([N:10]([C@H:11]2[CH2:15][CH2:14][N:13]([CH2:26][CH2:25][OH:24])[CH2:12]2)[CH2:16][C:17]2[CH:22]=[CH:21][CH:20]=[CH:19][C:18]=2[CH3:23])[CH:7]=[CH:6][C:3]=1[C:4]#[N:5], predict the reactants needed to synthesize it. The reactants are: [Cl:1][C:2]1[CH:9]=[C:8]([N:10]([CH2:16][C:17]2[CH:22]=[CH:21][CH:20]=[CH:19][C:18]=2[CH3:23])[C@H:11]2[CH2:15][CH2:14][NH:13][CH2:12]2)[CH:7]=[CH:6][C:3]=1[C:4]#[N:5].[OH:24][CH2:25][CH:26]=O. (3) The reactants are: [Cl:1][C:2]1[CH:3]=[C:4]([C@H:8]([N:19]2C(=O)C3C(=CC=CC=3)C2=O)[CH2:9][N:10]([CH3:18])[C:11](=[O:17])[O:12][C:13]([CH3:16])([CH3:15])[CH3:14])[CH:5]=[CH:6][CH:7]=1.O.NN. Given the product [NH2:19][C@@H:8]([C:4]1[CH:5]=[CH:6][CH:7]=[C:2]([Cl:1])[CH:3]=1)[CH2:9][N:10]([CH3:18])[C:11](=[O:17])[O:12][C:13]([CH3:15])([CH3:14])[CH3:16], predict the reactants needed to synthesize it. (4) Given the product [NH3:8].[CH3:1][OH:5].[C:1]([O:5][C:6]([N:8]1[CH2:13][CH2:12][CH:11]([O:14][C:15]2[CH:20]=[CH:19][CH:18]=[C:17]([NH2:21])[N:16]=2)[CH2:10][CH:9]1[CH3:35])=[O:7])([CH3:4])([CH3:2])[CH3:3], predict the reactants needed to synthesize it. The reactants are: [C:1]([O:5][C:6]([N:8]1[CH2:13][CH2:12][CH:11]([O:14][C:15]2[CH:20]=[CH:19][CH:18]=[C:17]([N:21]=C(C3C=CC=CC=3)C3C=CC=CC=3)[N:16]=2)[CH2:10][CH:9]1[CH3:35])=[O:7])([CH3:4])([CH3:3])[CH3:2].C([O-])(=O)C.[Na+].Cl.NO. (5) Given the product [C:4]([C:3]1[C:2]2[N:1]=[C:25]([CH:22]3[CH2:23][CH2:24][N:19]([C:12]([O:14][C:15]([CH3:16])([CH3:18])[CH3:17])=[O:13])[CH2:20][CH2:21]3)[NH:11][C:10]=2[CH:9]=[CH:8][CH:7]=1)(=[O:5])[NH2:6], predict the reactants needed to synthesize it. The reactants are: [NH2:1][C:2]1[C:10]([NH2:11])=[CH:9][CH:8]=[CH:7][C:3]=1[C:4]([NH2:6])=[O:5].[C:12]([N:19]1[CH2:24][CH2:23][CH:22]([CH:25]=O)[CH2:21][CH2:20]1)([O:14][C:15]([CH3:18])([CH3:17])[CH3:16])=[O:13].S(=O)(O)[O-].[Na+].O. (6) Given the product [ClH:41].[ClH:41].[CH3:29][N:26]1[CH2:27][CH2:28][C:3]2[N:2]([CH3:1])[C:10]3[CH:9]=[C:8]([N:11]4[CH:16]=[CH:15][C:14]([C:17]5[N:18]=[N:19][C:20]([CH3:23])=[CH:21][CH:22]=5)=[CH:13][C:12]4=[O:24])[CH:7]=[CH:6][C:5]=3[C:4]=2[CH2:25]1, predict the reactants needed to synthesize it. The reactants are: [CH3:1][N:2]1[C:10]2[CH:9]=[C:8]([N:11]3[CH:16]=[CH:15][C:14]([C:17]4[N:18]=[N:19][C:20]([CH3:23])=[CH:21][CH:22]=4)=[CH:13][C:12]3=[O:24])[CH:7]=[CH:6][C:5]=2[C:4]2[CH2:25][NH:26][CH2:27][CH2:28][C:3]1=2.[C:29]1(N)C(F)=C(F)C(F)=C(N)C=1F.[ClH:41].Cl. (7) Given the product [OH:8][C:9]1[C:10]([O:34][CH3:35])=[CH:11][C:12]2[C:18](=[O:19])[N:17]3[CH2:20][C:21](=[O:23])[CH2:22][CH:16]3[C:15](=[O:24])[N:14]([CH2:25][O:26][CH2:27][CH2:28][Si:29]([CH3:30])([CH3:31])[CH3:32])[C:13]=2[CH:33]=1, predict the reactants needed to synthesize it. The reactants are: C([O:8][C:9]1[C:10]([O:34][CH3:35])=[CH:11][C:12]2[C:18](=[O:19])[N:17]3[CH2:20][C:21](=[O:23])[CH2:22][CH:16]3[C:15](=[O:24])[N:14]([CH2:25][O:26][CH2:27][CH2:28][Si:29]([CH3:32])([CH3:31])[CH3:30])[C:13]=2[CH:33]=1)C1C=CC=CC=1. (8) Given the product [Br:1][C:2]1[CH:7]=[C:6]([F:8])[C:5]([O:9][Si:15]([CH:19]([CH3:21])[CH3:20])([CH:16]([CH3:18])[CH3:17])[CH:13]([CH3:14])[CH3:12])=[C:4]([Cl:10])[C:3]=1[CH3:11], predict the reactants needed to synthesize it. The reactants are: [Br:1][C:2]1[CH:7]=[C:6]([F:8])[C:5]([OH:9])=[C:4]([Cl:10])[C:3]=1[CH3:11].[CH3:12][CH:13]([Si:15](Cl)([CH:19]([CH3:21])[CH3:20])[CH:16]([CH3:18])[CH3:17])[CH3:14].N1C=CN=C1. (9) The reactants are: [NH2:1][C:2]1[CH:3]=[CH:4][C:5]([N:10]2[CH2:15][CH2:14][CH:13]([CH:16]([C:23]3[CH:28]=[CH:27][CH:26]=[CH:25][CH:24]=3)[C:17]3[CH:22]=[CH:21][CH:20]=[CH:19][CH:18]=3)[CH2:12][CH2:11]2)=[C:6]([CH:9]=1)[C:7]#[N:8].[O:29]1[CH2:33][CH2:32][CH:31]([C:34](O)=[O:35])[CH2:30]1. Given the product [CH:16]([CH:13]1[CH2:12][CH2:11][N:10]([C:5]2[CH:4]=[CH:3][C:2]([NH:1][C:34]([CH:31]3[CH2:32][CH2:33][O:29][CH2:30]3)=[O:35])=[CH:9][C:6]=2[C:7]#[N:8])[CH2:15][CH2:14]1)([C:17]1[CH:18]=[CH:19][CH:20]=[CH:21][CH:22]=1)[C:23]1[CH:24]=[CH:25][CH:26]=[CH:27][CH:28]=1, predict the reactants needed to synthesize it. (10) The reactants are: [NH2:1][C@H:2]1[C:11]2[C:6](=[CH:7][CH:8]=[C:9]([F:12])[CH:10]=2)[N:5]([C:13](=[O:15])[CH3:14])[C@@H:4]([CH:16]2[CH2:18][CH2:17]2)[C@@H:3]1[CH3:19].Br[C:21]1[CH:26]=[CH:25][CH:24]=[C:23]([CH3:27])[N:22]=1.CC(C)([O-])C.[Na+].CN(C1C(C2C(P(C3CCCCC3)C3CCCCC3)=CC=CC=2)=CC=CC=1)C. Given the product [CH:16]1([C@H:4]2[C@H:3]([CH3:19])[C@@H:2]([NH:1][C:21]3[CH:26]=[CH:25][CH:24]=[C:23]([CH3:27])[N:22]=3)[C:11]3[C:6](=[CH:7][CH:8]=[C:9]([F:12])[CH:10]=3)[N:5]2[C:13](=[O:15])[CH3:14])[CH2:18][CH2:17]1, predict the reactants needed to synthesize it.